This data is from Experimentally validated miRNA-target interactions with 360,000+ pairs, plus equal number of negative samples. The task is: Binary Classification. Given a miRNA mature sequence and a target amino acid sequence, predict their likelihood of interaction. (1) The miRNA is hsa-miR-501-5p with sequence AAUCCUUUGUCCCUGGGUGAGA. The protein sequence of the target gene is MLVIPPGLSEEEEALQKKFNKLKKKKKALLALKKQSSSSTTSQGGVKRSLSEQPVMDTATATEQAKQLVKSGAISAIKAETKNSGFKRSRTLEGKLKDPEKGPVPTFQPFQRSISADDDLQESSRRPQRKSLYESFVSSSDRLRELGPDGEEAEGPGAGDGPPRSFDWGYEERSGAHSSASPPRSRSRDRSHERNRDRDRDRERDRDRDRDRDRERDRDRDRDRDRDRERDRDRERDRDRDREGPFRRSDSFPERRAPRKGNTLYVYGEDMTPTLLRGAFSPFGNIIDLSMDPPRNCAFV.... Result: 1 (interaction). (2) The miRNA is cel-miR-238-3p with sequence UUUGUACUCCGAUGCCAUUCAGA. The protein sequence of the target gene is MQTPRASPPRPALLLLLLLLGGAHGLFPEEPPPLSVAPRDYLNHYPVFVGSGPGRLTPAEGADDLNIQRVLRVNRTLFIGDRDNLYRVELEPPTSTELRYQRKLTWRSNPSDINVCRMKGKQEGECRNFVKVLLLRDESTLFVCGSNAFNPVCANYSIDTLQPVGDNISGMARCPYDPKHANVALFSDGMLFTATVTDFLAIDAVIYRSLGDRPTLRTVKHDSKWFKEPYFVHAVEWGSHVYFFFREIAMEFNYLEKVVVSRVARVCKNDVGGSPRVLEKQWTSFLKARLNCSVPGDSHF.... Result: 0 (no interaction). (3) The miRNA is mmu-miR-3470a with sequence UCACUUUGUAGACCAGGCUGG. The protein sequence of the target gene is MKVSAALLWLLLIAAAFSPQGLAGPASVPTTCCFNLANRKIPLQRLESYRRITSGKCPQKAVIFKTKLAKDICADPKKKWVQDSMKYLDQKSPTPKP. Result: 0 (no interaction). (4) The miRNA is hsa-miR-3201 with sequence GGGAUAUGAAGAAAAAU. The protein sequence of the target gene is MEAEVWEAEGYNLVLDSDLYDADGYDVPDPGLLTEKNELTFTEPSQVLPFLTSSQQWQSLTPRARARRLWLLLRTSLHEVVEKEKRAELRAARLTHGLEPLRRLEVAAGLRSVAQDPVGGRFVVLDGAGRLHLHKEDGWAQETLLAPVRLTGLVTVLGPLGAVGRFVGWGPAGLAILRPNLSLLWLSEQGVGRAPGWAPTCCLPVPDLRLLLVAEMNSSLALWQFRSGGRRLVLRGSALHPPPSPTGRLMRLAVAPVPPHHVLRCFAAYGSAVLTFDLHAWTLVDVRRDLHKTTISDLAY.... Result: 0 (no interaction). (5) The miRNA is hsa-miR-4468 with sequence AGAGCAGAAGGAUGAGAU. The protein sequence of the target gene is MVLWGPVLGALLVVIAGYLCLPGMLRQRRPWEPPLDKGTVPWLGHAMAFRKNMFEFLKRMRTKHGDVFTVQLGGQYFTFVMDPLSFGSILKDTQRKLDFGQYAKKLVLKVFGYRSVQGDHEMIHSASTKHLRGDGLKDLNETMLDSLSFVMLTSKGWSLDASCWHEDSLFRFCYYILFTAGYLSLFGYTKDKEQDLLQAGELFMEFRKFDLLFPRFVYSLLWPREWLEVGRLQRLFHKMLSVSHSQEKEGISNWLGNMLQFLREQGVPSAMQDKFNFMMLWASQGNTGPTSFWALLYLLK.... Result: 1 (interaction). (6) The miRNA is hsa-miR-4798-3p with sequence AACUCACGAAGUAUACCGAAGU. The protein sequence of the target gene is MVDYYEVLGVQRHASPEDIKKAYRKQALKWHPDKNPENKEEAERKFKQVAEAYEVLSDAKKRDIYDKYGKEGLNGGGGGGGIHFDSPFEFGFTFRNPDDVFREFFGGRDPFSFDFFEDPFDDFFGNRRGPRGNRSRGAGSFFSTFSGFPSFGSGFPAFDTGFTPFGSLGHGGLTSFSSTSFGGSGMGNFKSISTSTKIVNGKKITTKRIVENGQERVEVEEDGQLKSLTINGVADENALAEECQRRGQPTPALAPGPAPAPVRVPSQARPLAPTPAPTPAPTPAPAPAQTPAPSVSTRPQ.... Result: 0 (no interaction). (7) The miRNA is mmu-miR-582-5p with sequence AUACAGUUGUUCAACCAGUUAC. The protein sequence of the target gene is MQTFLKGKRVGYWLSEKKIRKLNFQAFAELCRKRGVEVVQLDLTKPIEDQGPLDVIIHKLTDVILEADQNDSQSLELVQRFQEYIDAHPETIILDPLPAIRTLLDRSKSYELIRQIEAYMQDERICSPPFMELTSACGEDTLQLIEKNGLAFPFICKTRVAHGTNSHEMAIIFNQEGLKAVRPPCVIQSFINHNAVLYKVFVVGESYTVVKRPSLKNFSAGISDRESIFFNSHNVSKPESSSVLTALDKIEGVFERPDDDVIREISKALRQALGVSLFGIDIIINNQTGQHAVIDINAFP.... Result: 0 (no interaction).